This data is from Full USPTO retrosynthesis dataset with 1.9M reactions from patents (1976-2016). The task is: Predict the reactants needed to synthesize the given product. (1) Given the product [Br:1][C:2]1[CH:10]=[C:9]([CH3:11])[CH:8]=[C:7]2[C:3]=1[CH2:4][C:5]([CH3:13])=[CH:6]2, predict the reactants needed to synthesize it. The reactants are: [Br:1][C:2]1[CH:10]=[C:9]([CH3:11])[CH:8]=[C:7]2[C:3]=1[CH2:4][CH:5]([CH3:13])[C:6]2=O.C1COCC1.CO.[BH4-].[Na+]. (2) The reactants are: [Br:1][C:2]1[CH:7]=[CH:6][C:5]([N:8]=[C:9]=[O:10])=[CH:4][CH:3]=1.[N-:11]=[N+:12]=[N-:13].[Na+].[Cl-].[Cl-].[Cl-].[Al+3]. Given the product [Br:1][C:2]1[CH:7]=[CH:6][C:5]([N:8]2[C:9](=[O:10])[NH:13][N:12]=[N:11]2)=[CH:4][CH:3]=1, predict the reactants needed to synthesize it.